Dataset: Forward reaction prediction with 1.9M reactions from USPTO patents (1976-2016). Task: Predict the product of the given reaction. (1) Given the reactants Cl.[S:2]1[CH:6]=[CH:5][CH:4]=[C:3]1[CH2:7][O:8][CH:9]1[CH2:12][NH:11][CH2:10]1.CCN=C=NCCCN(C)C.C1C=CC2N(O)N=NC=2C=1.C(N(C(C)C)CC)(C)C.Cl.[CH3:44][N:45]([CH2:47][C:48]1[C:56]2[C:51](=[N:52][CH:53]=[C:54](/[CH:57]=[CH:58]/[C:59](O)=[O:60])[CH:55]=2)[NH:50][CH:49]=1)[CH3:46], predict the reaction product. The product is: [CH3:44][N:45]([CH2:47][C:48]1[C:56]2[C:51](=[N:52][CH:53]=[C:54](/[CH:57]=[CH:58]/[C:59]([N:11]3[CH2:12][CH:9]([O:8][CH2:7][C:3]4[S:2][CH:6]=[CH:5][CH:4]=4)[CH2:10]3)=[O:60])[CH:55]=2)[NH:50][CH:49]=1)[CH3:46]. (2) The product is: [CH3:3][C:2]([O:15][O:16][C:17]([CH3:20])([CH3:19])[CH3:18])([C:4]#[C:5][C:6]([CH3:7])([O:8][O:9][C:10]([CH3:13])([CH3:12])[CH3:11])[CH3:14])[CH3:1]. Given the reactants [CH3:1][C:2]([O:15][O:16][C:17]([CH3:20])([CH3:19])[CH3:18])([CH2:4][CH2:5][C:6]([CH3:14])([O:8][O:9][C:10]([CH3:13])([CH3:12])[CH3:11])[CH3:7])[CH3:3].C(OOC(C1C=CC=CC=1)(C)C)(C1C=CC=CC=1)(C)C, predict the reaction product.